This data is from Experimentally validated miRNA-target interactions with 360,000+ pairs, plus equal number of negative samples. The task is: Binary Classification. Given a miRNA mature sequence and a target amino acid sequence, predict their likelihood of interaction. (1) The miRNA is hsa-miR-609 with sequence AGGGUGUUUCUCUCAUCUCU. The protein sequence of the target gene is MPPSPLDDRVVVALSRPVRPQDLNLCLDSSYLGSANPGSNSHPPVIATTVVSLKAANLTYMPSSSGSARSLNCGCSSASCCTVATYDKDNQAQTQAIAAGTTTTAIGTSTTCPANQMVNNNENTGSLSPSSGVGSPVSGTPKQLASIKIIYPNDLAKKMTKCSKSHLPSQGPVIIDCRPFMEYNKSHIQGAVHINCADKISRRRLQQGKITVLDLISCREGKDSFKRIFSKEIIVYDENTNEPSRVMPSQPLHIVLESLKREGKEPLVLKGGLSSFKQNHENLCDNSLQLQECREVGGGA.... Result: 0 (no interaction). (2) The miRNA is hsa-miR-875-5p with sequence UAUACCUCAGUUUUAUCAGGUG. The protein sequence of the target gene is MVCGCSALLPLPNPRPTMPATPNFLANPSSSSRWIPLQPMPVAWAFVQKTSALLWLLLLGTSLSPAWGQAKIPLETVKLWADTFGGDLYNTVTKYSGSLLLQKKYKDVESSLKIEEVDGLELVRKFSEDMENMLRRKVEAVQNLVEAAEEADLNHEFNESLVFDYYNSVLINERDEKGNFVELGAEFLLESNAHFSNLPVNTSISSVQLPTNVYNKDPDILNGVYMSEALNAVFVENFQRDPTLTWQYFGSATGFFRIYPGIKWTPDENGVITFDCRNRGWYIQAATSPKDIVILVDVSG.... Result: 0 (no interaction). (3) The miRNA is hsa-miR-4278 with sequence CUAGGGGGUUUGCCCUUG. Result: 0 (no interaction). The protein sequence of the target gene is MSGVVRTLSRCLLPAEAGGARERRAGSGARDAEREARRRSRDIDALLARERRAVRRLVKILLLGAGESGKSTFLKQMRIIHGREFDQKALLEFRDTIFDNILKGSRVLVDARDKLGIPWQYSENEKHGMFLMAFENKAGLPVEPATFQLYVPALSALWRDSGIREAFSRRSEFQLGESVKYFLDNLDRIGQLNYFPSKQDILLARKATKGIVEHDFVIKKIPFKMVDVGGQRSQRQKWFQCFDGITSILFMVSSSEYDQVLMEDRRTNRLVESMNIFETIVNNKLFFNVSIILFLNKMDL....